The task is: Predict the reactants needed to synthesize the given product.. This data is from Full USPTO retrosynthesis dataset with 1.9M reactions from patents (1976-2016). (1) Given the product [NH2:25][C:24]1[CH:23]=[CH:29][C:28]([F:30])=[CH:27][C:26]=1[C:8]1[C:9]([O:13][CH2:14][CH3:15])=[N:10][CH:11]=[CH:12][C:7]=1[C:5]([N:4]([CH:19]([CH3:21])[CH3:20])[CH:1]([CH3:3])[CH3:2])=[O:6], predict the reactants needed to synthesize it. The reactants are: [CH:1]([N:4]([CH:19]([CH3:21])[CH3:20])[C:5]([C:7]1[CH:12]=[CH:11][N:10]=[C:9]([O:13][CH2:14][CH3:15])[C:8]=1B(O)O)=[O:6])([CH3:3])[CH3:2].I[C:23]1[CH:29]=[C:28]([F:30])[CH:27]=[CH:26][C:24]=1[NH2:25].C(=O)([O-])[O-].[Na+].[Na+]. (2) Given the product [C:1]([O:5][C:6]([N:8]1[CH2:9][CH:10]2[N:16]([C:17](=[O:28])/[CH:18]=[CH:19]/[C:20]3[CH:25]=[CH:24][C:23]([Cl:26])=[CH:22][C:21]=3[NH:27][C:44](=[O:46])[CH3:45])[CH:14]([CH2:13][N:12]([CH2:29][C:30]3[CH:31]=[CH:32][C:33]([F:36])=[CH:34][CH:35]=3)[CH2:11]2)[CH2:15]1)=[O:7])([CH3:4])([CH3:2])[CH3:3], predict the reactants needed to synthesize it. The reactants are: [C:1]([O:5][C:6]([N:8]1[CH2:15][CH:14]2[N:16]([C:17](=[O:28])/[CH:18]=[CH:19]/[C:20]3[CH:25]=[CH:24][C:23]([Cl:26])=[CH:22][C:21]=3[NH2:27])[CH:10]([CH2:11][N:12]([CH2:29][C:30]3[CH:35]=[CH:34][C:33]([F:36])=[CH:32][CH:31]=3)[CH2:13]2)[CH2:9]1)=[O:7])([CH3:4])([CH3:3])[CH3:2].CCN(CC)CC.[C:44](Cl)(=[O:46])[CH3:45].C([O-])([O-])=O.[Na+].[Na+]. (3) Given the product [Cl:31][C:6]1([C:13]2[C:14]([O:19][CH2:20][CH3:21])=[N:15][CH:16]=[CH:17][CH:18]=2)[C:5]2[C:9](=[CH:10][CH:11]=[C:3]([C:1]#[N:2])[CH:4]=2)[NH:8][C:7]1=[O:12], predict the reactants needed to synthesize it. The reactants are: [C:1]([C:3]1[CH:4]=[C:5]2[C:9](=[CH:10][CH:11]=1)[NH:8][C:7](=[O:12])[C:6]2(O)[C:13]1[C:14]([O:19][CH2:20][CH3:21])=[N:15][CH:16]=[CH:17][CH:18]=1)#[N:2].N1C=CC=CC=1.S(Cl)([Cl:31])=O.ClCCl.CO. (4) Given the product [Cl:23][CH2:24][CH2:25][CH2:26][C:27]1[O:11][C:10]([CH2:9][C:3]2[CH:4]=[CH:5][C:6]([F:8])=[CH:7][C:2]=2[F:1])=[N:12][N:13]=1, predict the reactants needed to synthesize it. The reactants are: [F:1][C:2]1[CH:7]=[C:6]([F:8])[CH:5]=[CH:4][C:3]=1[CH2:9][C:10]([NH:12][NH2:13])=[O:11].CCN(C(C)C)C(C)C.[Cl:23][CH2:24][CH2:25][CH2:26][C:27](Cl)=O.Cl. (5) Given the product [Br:10][C:11]1[CH:16]=[C:15]([Cl:1])[C:14]([CH3:18])=[CH:13][C:12]=1[NH:19][C:20]([CH:22]1[CH2:27][CH2:26][N:25]([C:28]([O:30][C:31]([CH3:34])([CH3:33])[CH3:32])=[O:29])[CH2:24][CH2:23]1)=[O:21], predict the reactants needed to synthesize it. The reactants are: [Cl:1]C1C=CC(N)=CC=1C.[Br:10][C:11]1[CH:16]=[C:15](C)[C:14]([CH3:18])=[CH:13][C:12]=1[N:19](C(C)C)[C:20]([CH:22]1[CH2:27][CH2:26][N:25]([C:28]([O:30][C:31]([CH3:34])([CH3:33])[CH3:32])=[O:29])[CH2:24][CH2:23]1)=[O:21]. (6) Given the product [ClH:1].[CH2:24]([O:6][C:5](=[O:7])[CH2:4][N:3]([CH3:8])[CH3:2])[CH2:23][CH2:22][CH2:21][CH2:20][CH2:19][CH2:18][CH2:17][CH2:16][CH2:15][CH2:14][CH2:13][CH2:12][CH2:11][CH2:10][CH3:9], predict the reactants needed to synthesize it. The reactants are: [ClH:1].[CH3:2][N:3]([CH3:8])[CH2:4][C:5]([OH:7])=[O:6].[CH2:9](O)[CH2:10][CH2:11][CH2:12][CH2:13][CH2:14][CH2:15][CH2:16][CH2:17][CH2:18][CH2:19][CH2:20][CH2:21][CH2:22][CH2:23][CH3:24]. (7) Given the product [CH2:33]([C:20]1[N:19]([CH2:18][CH2:17][CH2:16][NH:15][C:12]2[CH:13]=[CH:14][C:9]([O:8][C:5]([CH3:7])([CH3:6])[C:4]([OH:35])=[O:3])=[CH:10][CH:11]=2)[C:24](=[O:25])[C:23]2[N:26]([CH3:32])[N:27]=[C:28]([CH2:29][CH2:30][CH3:31])[C:22]=2[N:21]=1)[CH3:34], predict the reactants needed to synthesize it. The reactants are: C([O:3][C:4](=[O:35])[C:5]([O:8][C:9]1[CH:14]=[CH:13][C:12]([NH:15][CH2:16][CH2:17][CH2:18][N:19]2[C:24](=[O:25])[C:23]3[N:26]([CH3:32])[N:27]=[C:28]([CH2:29][CH2:30][CH3:31])[C:22]=3[N:21]=[C:20]2[CH2:33][CH3:34])=[CH:11][CH:10]=1)([CH3:7])[CH3:6])C.C(=O)([O-])[O-].[Na+].[Na+]. (8) Given the product [NH:33]1[CH2:34][CH:31]([CH2:30][N:19]2[C:20]3[C:25](=[CH:24][C:23]([O:26][CH:27]([F:29])[F:28])=[CH:22][CH:21]=3)[C:17]([C:14]3[N:15]=[C:16]4[C:8]([C:6]([NH:5][C:1]([CH3:3])([CH3:4])[CH3:2])=[O:7])=[CH:9][N:10]([CH2:42][O:43][CH2:44][CH2:45][Si:46]([CH3:49])([CH3:48])[CH3:47])[C:11]4=[N:12][CH:13]=3)=[N:18]2)[CH2:32]1, predict the reactants needed to synthesize it. The reactants are: [C:1]([NH:5][C:6]([C:8]1[C:16]2[C:11](=[N:12][CH:13]=[C:14]([C:17]3[C:25]4[C:20](=[CH:21][CH:22]=[C:23]([O:26][CH:27]([F:29])[F:28])[CH:24]=4)[N:19]([CH2:30][CH:31]4[CH2:34][N:33](C(OC(C)(C)C)=O)[CH2:32]4)[N:18]=3)[N:15]=2)[N:10]([CH2:42][O:43][CH2:44][CH2:45][Si:46]([CH3:49])([CH3:48])[CH3:47])[CH:9]=1)=[O:7])([CH3:4])([CH3:3])[CH3:2].